From a dataset of Forward reaction prediction with 1.9M reactions from USPTO patents (1976-2016). Predict the product of the given reaction. (1) Given the reactants [C:1]([C:3]1[CH:8]=[CH:7][C:6]([CH2:9][CH2:10][CH2:11][NH:12]C(OCC2C=CC=CC=2)=O)=[CH:5][C:4]=1[F:23])#[N:2], predict the reaction product. The product is: [NH2:12][CH2:11][CH2:10][CH2:9][C:6]1[CH:7]=[CH:8][C:3]([C:1]#[N:2])=[C:4]([F:23])[CH:5]=1. (2) Given the reactants [NH:1]([C:5]1[CH:6]=[C:7]([CH:11]=[CH:12][C:13]=1[O:14][C:15](F)(F)F)[C:8]([NH2:10])=[O:9])[C:2]([NH2:4])=[S:3].[CH:19](OC1C=CC(C(N)=O)=CC=1N=C=S)(C)C, predict the reaction product. The product is: [CH3:15][O:14][C:13]1[C:5]([NH:1][C:2]([NH2:4])=[S:3])=[CH:6][C:7]([C:8]([NH2:10])=[O:9])=[C:11]([CH3:19])[CH:12]=1. (3) Given the reactants Cl[C:2]1[C:7]2[C:8](=[O:28])[N:9]([C:13]3[CH:14]=[CH:15][C:16]([O:19][CH2:20][C:21]([CH3:27])([CH3:26])[C:22]([O:24][CH3:25])=[O:23])=[N:17][CH:18]=3)[CH2:10][CH2:11][O:12][C:6]=2[N:5]=[CH:4][N:3]=1.[NH3:29], predict the reaction product. The product is: [NH2:29][C:2]1[C:7]2[C:8](=[O:28])[N:9]([C:13]3[CH:14]=[CH:15][C:16]([O:19][CH2:20][C:21]([CH3:27])([CH3:26])[C:22]([O:24][CH3:25])=[O:23])=[N:17][CH:18]=3)[CH2:10][CH2:11][O:12][C:6]=2[N:5]=[CH:4][N:3]=1. (4) Given the reactants [CH2:1]([O:3][C:4](=[O:20])[CH2:5][C:6]1[N:10]([C:11]([O:13][C:14]([CH3:17])([CH3:16])[CH3:15])=[O:12])[N:9]=[C:8]([CH:18]=O)[CH:7]=1)[CH3:2].[C:21]1([C:27]([C:41]2[CH:46]=[CH:45][CH:44]=[CH:43][CH:42]=2)([C:35]2[CH:40]=[CH:39][CH:38]=[CH:37][CH:36]=2)[N:28]2[CH2:33][CH2:32][C:31](=[O:34])[CH2:30][CH2:29]2)[CH:26]=[CH:25][CH:24]=[CH:23][CH:22]=1.N1CCCC1, predict the reaction product. The product is: [C:14]([O:13][C:11]([N:10]1[C:6]([CH2:5][C:4]([O:3][CH2:1][CH3:2])=[O:20])=[CH:7][C:8](/[CH:18]=[C:32]2\[CH2:33][N:28]([C:27]([C:35]3[CH:40]=[CH:39][CH:38]=[CH:37][CH:36]=3)([C:21]3[CH:22]=[CH:23][CH:24]=[CH:25][CH:26]=3)[C:41]3[CH:46]=[CH:45][CH:44]=[CH:43][CH:42]=3)[CH2:29][CH2:30][C:31]\2=[O:34])=[N:9]1)=[O:12])([CH3:17])([CH3:16])[CH3:15]. (5) Given the reactants [F:1][C:2]([F:12])([F:11])[O:3][C:4]1[CH:9]=[CH:8][CH:7]=[CH:6][C:5]=1[OH:10].S(Cl)([Cl:16])(=O)=O.C(=O)([O-])[O-].[Na+].[Na+].Cl, predict the reaction product. The product is: [Cl:16][C:8]1[CH:7]=[CH:6][C:5]([OH:10])=[C:4]([O:3][C:2]([F:11])([F:12])[F:1])[CH:9]=1.